The task is: Predict the product of the given reaction.. This data is from Forward reaction prediction with 1.9M reactions from USPTO patents (1976-2016). (1) The product is: [CH2:35]([O:37][C:38]([CH:40]1[CH2:45][CH2:44][CH:23]([N:19]2[C:18](=[O:27])/[C:17](=[CH:16]/[C:12]3[CH:11]=[C:10]4[C:15](=[CH:14][CH:13]=3)[N:7]([CH2:6][C:5]3[CH:29]=[CH:30][C:2]([Cl:1])=[CH:3][C:4]=3[C:31]([F:34])([F:33])[F:32])[N:8]=[C:9]4[Cl:28])/[S:21][C:20]2=[O:22])[CH2:42][CH2:41]1)=[O:39])[CH3:36]. Given the reactants [Cl:1][C:2]1[CH:30]=[CH:29][C:5]([CH2:6][N:7]2[C:15]3[C:10](=[CH:11][C:12](/[CH:16]=[C:17]4/[C:18](=[O:27])[N:19]([CH2:23]C(O)=O)[C:20](=[O:22])[S:21]/4)=[CH:13][CH:14]=3)[C:9]([Cl:28])=[N:8]2)=[C:4]([C:31]([F:34])([F:33])[F:32])[CH:3]=1.[CH2:35]([O:37][C:38]([CH:40]1[CH2:45][CH2:44]C(O)[CH2:42][CH2:41]1)=[O:39])[CH3:36], predict the reaction product. (2) Given the reactants C(Cl)(Cl)=O.COC1C=C(C(F)(F)F)C=C(C=1)N.[CH3:18][O:19][C:20]1[CH:21]=[C:22]([C:29]([F:32])([F:31])[F:30])[CH:23]=[C:24]([N:26]=[C:27]=[O:28])[CH:25]=1.[CH2:33]([N:35]1[CH2:40][CH2:39][N:38]([C:41]2[CH:46]=[CH:45][C:44]([NH:47][C:48]3[CH:53]=[C:52]([NH:54][CH3:55])[N:51]=[CH:50][N:49]=3)=[CH:43][CH:42]=2)[CH2:37][CH2:36]1)[CH3:34].C([O-])(O)=O.[Na+], predict the reaction product. The product is: [CH3:18][O:19][C:20]1[CH:21]=[C:22]([C:29]([F:30])([F:31])[F:32])[CH:23]=[C:24]([NH:26][C:27](=[O:28])[N:54]([C:52]2[CH:53]=[C:48]([NH:47][C:44]3[CH:43]=[CH:42][C:41]([N:38]4[CH2:37][CH2:36][N:35]([CH2:33][CH3:34])[CH2:40][CH2:39]4)=[CH:46][CH:45]=3)[N:49]=[CH:50][N:51]=2)[CH3:55])[CH:25]=1. (3) The product is: [F:32][C:26]1[CH:27]=[CH:28][CH:29]=[C:30]([F:31])[C:25]=1[NH:24][C:22](=[O:23])[C:21]1[CH:33]=[C:17]([C:9]2[N:10]=[C:11]3[CH:16]=[CH:15][CH:14]=[CH:13][N:12]3[C:8]=2[C:6]2[CH:5]=[CH:4][N:3]=[C:2]([NH:44][C:43]3[CH:45]=[C:39]([CH2:37][CH3:38])[C:40]([N:49]4[CH2:50][CH2:51][CH:52]([N:55]5[CH2:56][CH2:57][N:58]([S:61]([CH3:64])(=[O:63])=[O:62])[CH2:59][CH2:60]5)[CH2:53][CH2:54]4)=[CH:41][C:42]=3[O:46][CH2:47][CH3:48])[N:7]=2)[CH:18]=[CH:19][C:20]=1[O:34][CH2:35][CH3:36]. Given the reactants Cl[C:2]1[N:7]=[C:6]([C:8]2[N:12]3[CH:13]=[CH:14][CH:15]=[CH:16][C:11]3=[N:10][C:9]=2[C:17]2[CH:18]=[CH:19][C:20]([O:34][CH2:35][CH3:36])=[C:21]([CH:33]=2)[C:22]([NH:24][C:25]2[C:30]([F:31])=[CH:29][CH:28]=[CH:27][C:26]=2[F:32])=[O:23])[CH:5]=[CH:4][N:3]=1.[CH2:37]([C:39]1[C:40]([N:49]2[CH2:54][CH2:53][CH:52]([N:55]3[CH2:60][CH2:59][N:58]([S:61]([CH3:64])(=[O:63])=[O:62])[CH2:57][CH2:56]3)[CH2:51][CH2:50]2)=[CH:41][C:42]([O:46][CH2:47][CH3:48])=[C:43]([CH:45]=1)[NH2:44])[CH3:38].Cl, predict the reaction product. (4) The product is: [C:36]([O:35][C:33]([NH:32][C@H:17]1[C@@H:16]([OH:15])[CH2:21][CH2:20][N:19]([C:22]([O:24][CH2:25][C:26]2[CH:31]=[CH:30][CH:29]=[CH:28][CH:27]=2)=[O:23])[CH2:18]1)=[O:34])([CH3:39])([CH3:37])[CH3:38]. Given the reactants C(=O)([O-])[O-].[K+].[K+].C([O:15][C@H:16]1[CH2:21][CH2:20][N:19]([C:22]([O:24][CH2:25][C:26]2[CH:31]=[CH:30][CH:29]=[CH:28][CH:27]=2)=[O:23])[CH2:18][C@H:17]1[NH:32][C:33]([O:35][C:36]([CH3:39])([CH3:38])[CH3:37])=[O:34])(=O)C1C=CC=CC=1, predict the reaction product. (5) Given the reactants Cl[C:2]1[N:7]=[C:6]([N:8]2[CH2:13][CH2:12][O:11][CH2:10][C@@H:9]2[CH3:14])[CH:5]=[C:4]([CH2:15][S:16]([CH3:19])(=[O:18])=[O:17])[N:3]=1.O.Cl.[NH2:22][CH2:23][C:24]1[CH:29]=[CH:28][C:27](B(O)O)=[CH:26][CH:25]=1.C(=O)([O-])[O-].[Na+].[Na+], predict the reaction product. The product is: [CH3:14][C@H:9]1[CH2:10][O:11][CH2:12][CH2:13][N:8]1[C:6]1[CH:5]=[C:4]([CH2:15][S:16]([CH3:19])(=[O:18])=[O:17])[N:3]=[C:2]([C:27]2[CH:28]=[CH:29][C:24]([CH2:23][NH2:22])=[CH:25][CH:26]=2)[N:7]=1.